Dataset: Reaction yield outcomes from USPTO patents with 853,638 reactions. Task: Predict the reaction yield, written as a fraction of the theoretical maximum amount of product (1.0 means a 100% yield; for example, 0.34 means a 34% yield). (1) The reactants are C(=O)([O-])[O-].[K+].[K+].F[C:8]1[CH:13]=[CH:12][C:11]([F:14])=[CH:10][N:9]=1.[CH3:15][O:16][C:17]1[CH:24]=[C:23]([O:25][CH3:26])[CH:22]=[CH:21][C:18]=1[CH2:19][NH2:20].O. The catalyst is CS(C)=O.C(OCC)(=O)C. The product is [CH3:15][O:16][C:17]1[CH:24]=[C:23]([O:25][CH3:26])[CH:22]=[CH:21][C:18]=1[CH2:19][NH:20][C:8]1[CH:13]=[CH:12][C:11]([F:14])=[CH:10][N:9]=1. The yield is 0.220. (2) The reactants are [C:1]1([S:7]([N:10]2[C:14]3=[N:15][CH:16]=[C:17]([F:19])[CH:18]=[C:13]3[CH:12]=[C:11]2[C:20](OS(C2C=CC(C)=CC=2)(=O)=O)=[CH:21][CH:22]2[CH2:27][CH2:26][O:25][CH2:24][CH2:23]2)(=[O:9])=[O:8])[CH:6]=[CH:5][CH:4]=[CH:3][CH:2]=1.[CH3:39][O:40][CH2:41][CH2:42][S:43]([C:46]1[CH:51]=[CH:50][C:49](B(O)O)=[CH:48][CH:47]=1)(=[O:45])=[O:44].C(=O)([O-])[O-].[Na+].[Na+]. The catalyst is O1CCOCC1.C(OCC)(=O)C.Cl[Pd](Cl)([P](C1C=CC=CC=1)(C1C=CC=CC=1)C1C=CC=CC=1)[P](C1C=CC=CC=1)(C1C=CC=CC=1)C1C=CC=CC=1. The product is [C:1]1([S:7]([N:10]2[C:14]3=[N:15][CH:16]=[C:17]([F:19])[CH:18]=[C:13]3[CH:12]=[C:11]2[C:20]([C:49]2[CH:50]=[CH:51][C:46]([S:43]([CH2:42][CH2:41][O:40][CH3:39])(=[O:44])=[O:45])=[CH:47][CH:48]=2)=[CH:21][CH:22]2[CH2:23][CH2:24][O:25][CH2:26][CH2:27]2)(=[O:8])=[O:9])[CH:6]=[CH:5][CH:4]=[CH:3][CH:2]=1. The yield is 0.550. (3) The catalyst is CN(C)C=O.C([O-])(=O)C.[Pd+2].C([O-])(=O)C.C1(C)C=CC=CC=1P(C1C=CC=CC=1C)C1C=CC=CC=1C. The yield is 0.350. The product is [CH3:8][C:5]1[CH:6]=[CH:7][C:2]([CH:12]=[CH:13][C:14]2[CH:19]=[CH:18][CH:17]=[CH:16][CH:15]=2)=[CH:3][C:4]=1[N+:9]([O-:11])=[O:10]. The reactants are Br[C:2]1[CH:7]=[CH:6][C:5]([CH3:8])=[C:4]([N+:9]([O-:11])=[O:10])[CH:3]=1.[CH2:12]=[CH:13][C:14]1[CH:19]=[CH:18][CH:17]=[CH:16][CH:15]=1.C(N(CC)CC)C. (4) The reactants are [NH2:1][CH2:2][C:3]1[CH:4]=[CH:5][C:6]([Cl:19])=[C:7]([O:9][C:10]2[CH:11]=[C:12]([CH:15]=[C:16]([Cl:18])[CH:17]=2)[C:13]#[N:14])[CH:8]=1.[Cl:20][C:21]1[CH:29]=[C:28]([S:30]([CH3:33])(=[O:32])=[O:31])[CH:27]=[CH:26][C:22]=1[C:23](O)=[O:24].CN(C(ON1N=NC2C=CC=NC1=2)=[N+](C)C)C.F[P-](F)(F)(F)(F)F.CCN(C(C)C)C(C)C. The catalyst is CN(C=O)C. The product is [Cl:20][C:21]1[CH:29]=[C:28]([S:30]([CH3:33])(=[O:32])=[O:31])[CH:27]=[CH:26][C:22]=1[C:23]([NH:1][CH2:2][C:3]1[CH:4]=[CH:5][C:6]([Cl:19])=[C:7]([O:9][C:10]2[CH:11]=[C:12]([C:13]#[N:14])[CH:15]=[C:16]([Cl:18])[CH:17]=2)[CH:8]=1)=[O:24]. The yield is 0.690. (5) The product is [C:11]([O:15][C:16]([NH:18][CH2:19][C:20]1[O:10][N:9]=[C:2]([C:3]2[CH:8]=[CH:7][CH:6]=[CH:5][CH:4]=2)[CH:21]=1)=[O:17])([CH3:14])([CH3:13])[CH3:12]. The catalyst is C1COCC1. The reactants are Cl[C:2](=[N:9][OH:10])[C:3]1[CH:8]=[CH:7][CH:6]=[CH:5][CH:4]=1.[C:11]([O:15][C:16]([NH:18][CH2:19][C:20]#[CH:21])=[O:17])([CH3:14])([CH3:13])[CH3:12].C(N(CC)CC)C. The yield is 0.540. (6) The reactants are [CH2:1]([N:3]([CH2:6][C@H:7]1[CH2:12][O:11][CH2:10][CH2:9][N:8]1C(OC(C)(C)C)=O)[CH2:4][CH3:5])[CH3:2].C(O)(C(F)(F)F)=O.C(Cl)[Cl:28]. No catalyst specified. The product is [ClH:28].[CH2:1]([N:3]([CH2:6][C@H:7]1[CH2:12][O:11][CH2:10][CH2:9][NH:8]1)[CH2:4][CH3:5])[CH3:2]. The yield is 0.670. (7) The yield is 0.470. The product is [NH2:22][C:23]1[N:24]=[CH:25][C:26]([C:2]2[N:6]3[N:7]=[C:8]([NH:11][CH2:12][CH2:13][CH2:14][CH3:15])[CH:9]=[CH:10][C:5]3=[N:4][CH:3]=2)=[CH:27][CH:28]=1. The reactants are Br[C:2]1[N:6]2[N:7]=[C:8]([NH:11][CH2:12][CH2:13][CH2:14][CH3:15])[CH:9]=[CH:10][C:5]2=[N:4][CH:3]=1.C(OC(=O)[NH:22][C:23]1[CH:28]=[CH:27][C:26](B2OC(C)(C)C(C)(C)O2)=[CH:25][N:24]=1)(C)(C)C.P([O-])([O-])([O-])=O.[K+].[K+].[K+]. The catalyst is C1C=CC(P(C2C=CC=CC=2)[C-]2C=CC=C2)=CC=1.C1C=CC(P(C2C=CC=CC=2)[C-]2C=CC=C2)=CC=1.Cl[Pd]Cl.[Fe+2].C(#N)C.O. (8) The yield is 0.930. The reactants are [Cl:1][C:2]1[N:10]=[C:9]2[C:5]([NH:6][CH:7]=[N:8]2)=[C:4](Cl)[N:3]=1.[CH3:12][O:13][C:14](=[O:22])[C:15]1[CH:20]=[CH:19][CH:18]=[C:17]([NH2:21])[CH:16]=1.C(O)(C)C. The catalyst is C(O)CCCC. The product is [CH3:12][O:13][C:14](=[O:22])[C:15]1[CH:20]=[CH:19][CH:18]=[C:17]([NH:21][C:4]2[N:3]=[C:2]([Cl:1])[N:10]=[C:9]3[C:5]=2[N:6]=[CH:7][NH:8]3)[CH:16]=1. (9) The reactants are [Cl:1][C:2]1[CH:7]=[CH:6][C:5]([C:8]2[N:9]=[C:10]3[CH:15]=[CH:14][CH:13]=[CH:12][N:11]3[C:16]=2[CH2:17][C:18]2[N:22]=[C:21]([C:23]([O:25]CC)=O)[O:20][N:19]=2)=[CH:4][CH:3]=1.[NH2:28][NH2:29].O. The catalyst is CO. The product is [Cl:1][C:2]1[CH:3]=[CH:4][C:5]([C:8]2[N:9]=[C:10]3[CH:15]=[CH:14][CH:13]=[CH:12][N:11]3[C:16]=2[CH2:17][C:18]2[N:22]=[C:21]([C:23]([NH:28][NH2:29])=[O:25])[O:20][N:19]=2)=[CH:6][CH:7]=1. The yield is 0.860.